Predict the reactants needed to synthesize the given product. From a dataset of Full USPTO retrosynthesis dataset with 1.9M reactions from patents (1976-2016). (1) Given the product [Cl:40][C:41]1[C:42]([C:51]([F:53])([F:52])[F:54])=[N:43][N:44]([CH2:47][C:48]([N:35]2[CH2:34][CH2:33][N:32]([C:29]3[CH:30]=[CH:31][C:26]([Cl:25])=[CH:27][C:28]=3[O:38][CH3:39])[CH2:37][CH2:36]2)=[O:49])[C:45]=1[CH3:46], predict the reactants needed to synthesize it. The reactants are: CN(C(ON1N=NC2C=CC=NC1=2)=[N+](C)C)C.F[P-](F)(F)(F)(F)F.[Cl:25][C:26]1[CH:31]=[CH:30][C:29]([N:32]2[CH2:37][CH2:36][NH:35][CH2:34][CH2:33]2)=[C:28]([O:38][CH3:39])[CH:27]=1.[Cl:40][C:41]1[C:42]([C:51]([F:54])([F:53])[F:52])=[N:43][N:44]([CH2:47][C:48](O)=[O:49])[C:45]=1[CH3:46]. (2) Given the product [C:39]([O:43][C:44](=[O:49])[NH:45][CH2:46][CH2:47][NH:48][C:2]1[C:11]2[C:6](=[CH:7][C:8]([Cl:12])=[CH:9][CH:10]=2)[N:5]=[C:4]([C:13]2[CH:18]=[CH:17][CH:16]=[CH:15][C:14]=2[OH:19])[N:3]=1)([CH3:42])([CH3:40])[CH3:41], predict the reactants needed to synthesize it. The reactants are: Cl[C:2]1[C:11]2[C:6](=[CH:7][C:8]([Cl:12])=[CH:9][CH:10]=2)[N:5]=[C:4]([C:13]2[CH:18]=[CH:17][CH:16]=[CH:15][C:14]=2[OH:19])[N:3]=1.BrC1C2C(=CC(Cl)=CC=2)N=C(C2C=CC=CC=2O)N=1.[C:39]([O:43][C:44](=[O:49])[NH:45][CH2:46][CH2:47][NH2:48])([CH3:42])([CH3:41])[CH3:40].C(N(C(C)C)CC)(C)C.